From a dataset of Catalyst prediction with 721,799 reactions and 888 catalyst types from USPTO. Predict which catalyst facilitates the given reaction. (1) Reactant: [CH3:1][O:2][C:3]([C:5]1[CH:10]=[CH:9][C:8]([CH2:11][N:12]2[CH2:17][C@@H:16]3[CH2:18][C@H:13]2[CH2:14][N:15]3C(OC(C)(C)C)=O)=[CH:7][CH:6]=1)=[O:4].FC(F)(F)C(O)=O. Product: [C@H:13]12[CH2:18][C@H:16]([NH:15][CH2:14]1)[CH2:17][N:12]2[CH2:11][C:8]1[CH:9]=[CH:10][C:5]([C:3]([O:2][CH3:1])=[O:4])=[CH:6][CH:7]=1. The catalyst class is: 4. (2) Reactant: S(Cl)([Cl:3])=O.[Cl:5][C:6]1[CH:11]=[CH:10][CH:9]=[CH:8][C:7]=1[C:12]1[N:13]([C:20]2[CH:25]=[CH:24][C:23]([Cl:26])=[CH:22][CH:21]=2)[CH:14]=[C:15]([C:17](O)=[O:18])[N:16]=1. Product: [Cl:5][C:6]1[CH:11]=[CH:10][CH:9]=[CH:8][C:7]=1[C:12]1[N:13]([C:20]2[CH:25]=[CH:24][C:23]([Cl:26])=[CH:22][CH:21]=2)[CH:14]=[C:15]([C:17]([Cl:3])=[O:18])[N:16]=1. The catalyst class is: 11.